Dataset: hERG potassium channel inhibition data for cardiac toxicity prediction from Karim et al.. Task: Regression/Classification. Given a drug SMILES string, predict its toxicity properties. Task type varies by dataset: regression for continuous values (e.g., LD50, hERG inhibition percentage) or binary classification for toxic/non-toxic outcomes (e.g., AMES mutagenicity, cardiotoxicity, hepatotoxicity). Dataset: herg_karim. (1) The drug is O=C(/C=C/c1ccc2c(c1)C(=O)CC1(CCN(Cc3ccc(F)cc3)CC1)O2)NO. The result is 1 (blocker). (2) The compound is COCCOCC#Cc1cc(-c2n[nH]c3c2Cc2ccc(CN4CCN(C)CC4)cc2-3)cs1. The result is 0 (non-blocker).